From a dataset of Full USPTO retrosynthesis dataset with 1.9M reactions from patents (1976-2016). Predict the reactants needed to synthesize the given product. (1) Given the product [Cl:1][C:2]1[NH:3][C:4](=[O:17])[C:5]2[N:10]([CH3:11])[N:9]=[C:8]([C:12]([CH3:13])([CH3:16])[CH3:18])[C:6]=2[N:7]=1, predict the reactants needed to synthesize it. The reactants are: [Cl:1][C:2]1[NH:3][C:4](=[O:17])[C:5]2[N:10]([CH3:11])[N:9]=[C:8]([CH:12]3[CH2:16]CC[CH2:13]3)[C:6]=2[N:7]=1.[CH2:18](OC(C1C=C(C(C)(C)C)NN=1)=O)C. (2) Given the product [CH3:32][O:31][C:29]1[CH:28]=[CH:27][N:26]=[C:25]([C:23]2[CH:24]=[N:14][N:15]3[CH:20]=[CH:19][C:18]([C:21]#[N:22])=[CH:17][C:16]=23)[N:30]=1, predict the reactants needed to synthesize it. The reactants are: CC1C=C(C)C=C(C)C=1S([O-])(=O)=O.[NH2:14][N+:15]1[CH:20]=[CH:19][C:18]([C:21]#[N:22])=[CH:17][CH:16]=1.[C:23]([C:25]1[N:30]=[C:29]([O:31][CH3:32])[CH:28]=[CH:27][N:26]=1)#[CH:24].C(=O)([O-])[O-].[K+].[K+]. (3) Given the product [OH:40][CH2:39][C:35]1[CH:34]=[C:33]([C:31]2[CH:30]=[C:29]([N:41]3[CH2:46][CH2:45][O:44][CH2:43][CH2:42]3)[N:28]=[C:27]([C:23]3[CH:24]=[CH:25][CH:26]=[C:21]([NH:20][C:17]([CH:14]4[CH2:13][CH2:12][N:11]([CH3:10])[CH2:16][CH2:15]4)=[O:19])[CH:22]=3)[N:32]=2)[CH:38]=[CH:37][CH:36]=1, predict the reactants needed to synthesize it. The reactants are: C(N(C(C)C)CC)(C)C.[CH3:10][N:11]1[CH2:16][CH2:15][CH:14]([C:17]([OH:19])=O)[CH2:13][CH2:12]1.[NH2:20][C:21]1[CH:22]=[C:23]([C:27]2[N:32]=[C:31]([C:33]3[CH:38]=[CH:37][CH:36]=[C:35]([CH2:39][OH:40])[CH:34]=3)[CH:30]=[C:29]([N:41]3[CH2:46][CH2:45][O:44][CH2:43][CH2:42]3)[N:28]=2)[CH:24]=[CH:25][CH:26]=1. (4) Given the product [CH3:20][N:21]([CH3:22])[CH2:3][CH2:2][C:1]([N:5]1[CH2:14][CH2:13][C:12]2[C:7](=[CH:8][C:9]([N+:17]([O-:19])=[O:18])=[C:10]([O:15][CH3:16])[CH:11]=2)[CH2:6]1)=[O:4], predict the reactants needed to synthesize it. The reactants are: [C:1]([N:5]1[CH2:14][CH2:13][C:12]2[C:7](=[CH:8][C:9]([N+:17]([O-:19])=[O:18])=[C:10]([O:15][CH3:16])[CH:11]=2)[CH2:6]1)(=[O:4])[CH:2]=[CH2:3].[CH3:20][NH:21][CH3:22]. (5) Given the product [CH2:1]([C:3]1[C:4]([CH3:12])=[C:5]([CH:9]=[CH:10][CH:11]=1)[C:6]([Cl:20])=[O:7])[CH3:2], predict the reactants needed to synthesize it. The reactants are: [CH2:1]([C:3]1[C:4]([CH3:12])=[C:5]([CH:9]=[CH:10][CH:11]=1)[C:6](O)=[O:7])[CH3:2].CN(C=O)C.S(Cl)([Cl:20])=O. (6) Given the product [C:1]([O:5][C:6](=[O:14])[CH2:7][O:8][CH2:9][CH2:10][CH2:11][CH2:12][Br:35])([CH3:4])([CH3:3])[CH3:2], predict the reactants needed to synthesize it. The reactants are: [C:1]([O:5][C:6](=[O:14])[CH2:7][O:8][CH2:9][CH2:10][CH2:11][CH2:12]O)([CH3:4])([CH3:3])[CH3:2].C1(P(C2C=CC=CC=2)C2C=CC=CC=2)C=CC=CC=1.C(Br)(Br)(Br)[Br:35].